From a dataset of Forward reaction prediction with 1.9M reactions from USPTO patents (1976-2016). Predict the product of the given reaction. Given the reactants C1(P(C2C=CC=CC=2)C2C=CC=CC=2)C=CC=CC=1.[C:20]1(=[O:30])[NH:24][C:23](=[O:25])[C:22]2=[CH:26][CH:27]=[CH:28][CH:29]=[C:21]12.[Cl:31][C:32]1[CH:37]=[CH:36][C:35]([CH:38]([NH:42][C:43]([C:45]2([NH:60][C:61](=[O:67])[O:62][C:63]([CH3:66])([CH3:65])[CH3:64])[CH2:50][CH2:49][N:48]([C:51]3[C:52]4[CH:59]=[CH:58][NH:57][C:53]=4[N:54]=[CH:55][N:56]=3)[CH2:47][CH2:46]2)=[O:44])[CH2:39][CH2:40]O)=[CH:34][CH:33]=1.N(C(OCC)=O)=NC(OCC)=O, predict the reaction product. The product is: [Cl:31][C:32]1[CH:33]=[CH:34][C:35]([CH:38]([NH:42][C:43]([C:45]2([NH:60][C:61](=[O:67])[O:62][C:63]([CH3:66])([CH3:65])[CH3:64])[CH2:46][CH2:47][N:48]([C:51]3[C:52]4[CH:59]=[CH:58][NH:57][C:53]=4[N:54]=[CH:55][N:56]=3)[CH2:49][CH2:50]2)=[O:44])[CH2:39][CH2:40][N:24]2[C:20](=[O:30])[C:21]3[C:22](=[CH:26][CH:27]=[CH:28][CH:29]=3)[C:23]2=[O:25])=[CH:36][CH:37]=1.